From a dataset of Reaction yield outcomes from USPTO patents with 853,638 reactions. Predict the reaction yield, written as a fraction of the theoretical maximum amount of product (1.0 means a 100% yield; for example, 0.34 means a 34% yield). (1) The reactants are Br[C:2]1[CH:3]=[C:4]([N:8]2[C:12]3[CH:13]=[C:14]([C:16]([O:18][CH2:19][CH3:20])=[O:17])[NH:15][C:11]=3[N:10]=[CH:9]2)[CH:5]=[CH:6][CH:7]=1.BrC1C=C(C=CC=1)N.[S:29]1[CH:33]=[CH:32][C:31](B(O)O)=[CH:30]1. The catalyst is C1C=CC([P]([Pd]([P](C2C=CC=CC=2)(C2C=CC=CC=2)C2C=CC=CC=2)([P](C2C=CC=CC=2)(C2C=CC=CC=2)C2C=CC=CC=2)[P](C2C=CC=CC=2)(C2C=CC=CC=2)C2C=CC=CC=2)(C2C=CC=CC=2)C2C=CC=CC=2)=CC=1. The product is [S:29]1[CH:33]=[CH:32][C:31]([C:2]2[CH:3]=[C:4]([N:8]3[C:12]4[CH:13]=[C:14]([C:16]([O:18][CH2:19][CH3:20])=[O:17])[NH:15][C:11]=4[N:10]=[CH:9]3)[CH:5]=[CH:6][CH:7]=2)=[CH:30]1. The yield is 0.975. (2) The reactants are [C:1]1([C:7]2[S:8][C:9]([CH:12]([C:14]3[CH:19]=[C:18]([O:20][CH3:21])[C:17]([O:22][CH3:23])=[C:16]([O:24][CH3:25])[CH:15]=3)[OH:13])=[CH:10][N:11]=2)[CH:6]=[CH:5][CH:4]=[CH:3][CH:2]=1.CC(OI1(OC(C)=O)(OC(C)=O)OC(=O)C2C=CC=CC1=2)=O. The catalyst is C(Cl)Cl. The product is [C:1]1([C:7]2[S:8][C:9]([C:12]([C:14]3[CH:19]=[C:18]([O:20][CH3:21])[C:17]([O:22][CH3:23])=[C:16]([O:24][CH3:25])[CH:15]=3)=[O:13])=[CH:10][N:11]=2)[CH:6]=[CH:5][CH:4]=[CH:3][CH:2]=1. The yield is 0.801. (3) The reactants are [NH2:1][C:2]1[CH:7]=[CH:6][C:5]([CH3:8])=[CH:4][C:3]=1[NH:9][CH:10]1[CH2:15][CH2:14][N:13]([C@H:16]2[CH2:21][CH2:20][C@H:19]([O:22][CH2:23][CH3:24])[CH2:18][CH2:17]2)[CH2:12][CH2:11]1.C(N(C(C)C)CC)(C)C.[Cl:34][C:35]([O:38]C(=O)OC(Cl)(Cl)Cl)(Cl)Cl. The catalyst is ClCCl. The product is [ClH:34].[CH2:23]([O:22][C@H:19]1[CH2:20][CH2:21][C@H:16]([N:13]2[CH2:12][CH2:11][CH:10]([N:9]3[C:3]4[CH:4]=[C:5]([CH3:8])[CH:6]=[CH:7][C:2]=4[NH:1][C:35]3=[O:38])[CH2:15][CH2:14]2)[CH2:17][CH2:18]1)[CH3:24]. The yield is 0.370. (4) The reactants are [C-:1]#[N:2].[Na+].C(O)(=O)[C:5]1[C:6](=[CH:8][CH:9]=[CH:10][CH:11]=1)[NH2:7].[CH3:14][C:15]([CH3:17])=O.C(O[CH2:22][CH3:23])(=O)C.[C:24](O)(=O)[CH3:25]. No catalyst specified. The product is [CH3:14][C:15]1[CH:17]=[CH:23][C:22]([NH:7][C:6]2([C:1]#[N:2])[CH2:5][CH2:11][CH2:10][CH2:9][CH2:8]2)=[CH:25][CH:24]=1. The yield is 0.900. (5) The product is [Cl:16][C:4]1[CH:3]=[C:2]([C:22](=[O:24])[CH3:23])[CH:7]=[N:6][C:5]=1[NH:8][C:9]1[CH:14]=[CH:13][C:12]([Cl:15])=[CH:11][CH:10]=1. The reactants are Br[C:2]1[CH:3]=[C:4]([Cl:16])[C:5]([NH:8][C:9]2[CH:14]=[CH:13][C:12]([Cl:15])=[CH:11][CH:10]=2)=[N:6][CH:7]=1.C([Sn](CCCC)(CCCC)[C:22]([O:24]CC)=[CH2:23])CCC.C(N(CC)CC)C.Cl.C([O-])(O)=O.[Na+]. The catalyst is O1CCOCC1.C1COCC1.C1C=CC([P]([Pd]([P](C2C=CC=CC=2)(C2C=CC=CC=2)C2C=CC=CC=2)([P](C2C=CC=CC=2)(C2C=CC=CC=2)C2C=CC=CC=2)[P](C2C=CC=CC=2)(C2C=CC=CC=2)C2C=CC=CC=2)(C2C=CC=CC=2)C2C=CC=CC=2)=CC=1. The yield is 0.730. (6) The reactants are [Br:1][C:2]1[CH:7]=[CH:6][C:5]([OH:8])=[C:4]([F:9])[C:3]=1[F:10].C(=O)([O-])[O-].[K+].[K+].[CH3:17][C:18]([CH3:20])=[O:19]. No catalyst specified. The product is [Br:1][C:2]1[CH:7]=[CH:6][C:5]([O:8][CH2:17][CH:18]2[CH2:20][O:19]2)=[C:4]([F:9])[C:3]=1[F:10]. The yield is 0.710. (7) The reactants are [CH:1]([N:14]1[CH2:17][C:16]([CH2:20][NH2:21])([CH2:18][CH3:19])[CH2:15]1)([C:8]1[CH:13]=[CH:12][CH:11]=[CH:10][CH:9]=1)[C:2]1[CH:7]=[CH:6][CH:5]=[CH:4][CH:3]=1.[F:22][C:23]([F:34])([F:33])[C:24](O[C:24](=[O:25])[C:23]([F:34])([F:33])[F:22])=[O:25]. The catalyst is C(Cl)(Cl)Cl. The product is [CH:1]([N:14]1[CH2:17][C:16]([CH2:20][NH:21][C:24](=[O:25])[C:23]([F:34])([F:33])[F:22])([CH2:18][CH3:19])[CH2:15]1)([C:8]1[CH:13]=[CH:12][CH:11]=[CH:10][CH:9]=1)[C:2]1[CH:3]=[CH:4][CH:5]=[CH:6][CH:7]=1. The yield is 0.530. (8) The reactants are [CH2:1]([O:8][N:9]1[C:15](=[O:16])[N:14]2[CH2:17][C@H:10]1[CH2:11][CH2:12][C@H:13]2[C:18]([OH:20])=O)[C:2]1[CH:7]=[CH:6][CH:5]=[CH:4][CH:3]=1.[C:21]([O:25][C:26](=[O:45])[NH:27][C:28]([N:37]1[CH2:42][CH2:41][CH:40]([O:43][NH2:44])[CH2:39][CH2:38]1)=[N:29][C:30](=[O:36])[O:31][C:32]([CH3:35])([CH3:34])[CH3:33])([CH3:24])([CH3:23])[CH3:22].ON1C2C=CC=CC=2N=N1.Cl.C(N=C=NCCCN(C)C)C. The catalyst is C(Cl)Cl. The product is [C:32]([O:31][C:30](=[O:36])[NH:29][C:28]([N:37]1[CH2:38][CH2:39][CH:40]([O:43][NH:44][C:18]([C@@H:13]2[CH2:12][CH2:11][C@@H:10]3[CH2:17][N:14]2[C:15](=[O:16])[N:9]3[O:8][CH2:1][C:2]2[CH:3]=[CH:4][CH:5]=[CH:6][CH:7]=2)=[O:20])[CH2:41][CH2:42]1)=[N:27][C:26](=[O:45])[O:25][C:21]([CH3:24])([CH3:23])[CH3:22])([CH3:33])([CH3:34])[CH3:35]. The yield is 0.740.